This data is from Reaction yield outcomes from USPTO patents with 853,638 reactions. The task is: Predict the reaction yield, written as a fraction of the theoretical maximum amount of product (1.0 means a 100% yield; for example, 0.34 means a 34% yield). (1) The reactants are [CH3:1][C:2]1[N:3]([CH2:25][C:26]([O:28]CC)=[O:27])[C:4]2[CH2:5][C:6]([CH3:24])([CH3:23])[CH2:7][C:8](=[O:22])[C:9]=2[C:10]=1[S:11](=[O:21])(=[O:20])[N:12]([CH3:19])[C:13]1[CH:18]=[CH:17][CH:16]=[CH:15][CH:14]=1.[OH-].[Na+]. The catalyst is C1COCC1.O. The product is [CH3:1][C:2]1[N:3]([CH2:25][C:26]([OH:28])=[O:27])[C:4]2[CH2:5][C:6]([CH3:24])([CH3:23])[CH2:7][C:8](=[O:22])[C:9]=2[C:10]=1[S:11](=[O:20])(=[O:21])[N:12]([CH3:19])[C:13]1[CH:18]=[CH:17][CH:16]=[CH:15][CH:14]=1. The yield is 0.214. (2) The reactants are [N:1]1([CH2:6][C:7]2[CH:12]=[CH:11][C:10]([CH:13]3[CH2:16][CH:15]([CH2:17][OH:18])[CH2:14]3)=[CH:9][CH:8]=2)[CH2:5][CH2:4][CH2:3][CH2:2]1.C(N(CC)CC)C.[C:26]1([CH3:36])[CH:31]=[CH:30][C:29]([S:32](Cl)(=[O:34])=[O:33])=[CH:28][CH:27]=1. The catalyst is ClCCl.CN(C)C1C=CN=CC=1. The product is [N:1]1([CH2:6][C:7]2[CH:12]=[CH:11][C:10]([CH:13]3[CH2:14][CH:15]([CH2:17][O:18][S:32]([C:29]4[CH:30]=[CH:31][C:26]([CH3:36])=[CH:27][CH:28]=4)(=[O:34])=[O:33])[CH2:16]3)=[CH:9][CH:8]=2)[CH2:5][CH2:4][CH2:3][CH2:2]1. The yield is 0.930. (3) The reactants are [I:1][C:2]1[CH:7]=[C:6]([N+:8]([O-:10])=[O:9])[CH:5]=[C:4]([N+]([O-])=O)[CH:3]=1.[CH3:14][O-:15].[Na+].O. The catalyst is CO. The product is [I:1][C:2]1[CH:7]=[C:6]([N+:8]([O-:10])=[O:9])[CH:5]=[C:4]([O:15][CH3:14])[CH:3]=1. The yield is 0.990.